Regression. Given two drug SMILES strings and cell line genomic features, predict the synergy score measuring deviation from expected non-interaction effect. From a dataset of NCI-60 drug combinations with 297,098 pairs across 59 cell lines. (1) Cell line: PC-3. Synergy scores: CSS=14.3, Synergy_ZIP=2.70, Synergy_Bliss=9.01, Synergy_Loewe=4.67, Synergy_HSA=4.37. Drug 1: CC1=CC=C(C=C1)C2=CC(=NN2C3=CC=C(C=C3)S(=O)(=O)N)C(F)(F)F. Drug 2: CC1=C2C(C(=O)C3(C(CC4C(C3C(C(C2(C)C)(CC1OC(=O)C(C(C5=CC=CC=C5)NC(=O)OC(C)(C)C)O)O)OC(=O)C6=CC=CC=C6)(CO4)OC(=O)C)O)C)O. (2) Drug 1: C1CN1C2=NC(=NC(=N2)N3CC3)N4CC4. Drug 2: C1CCN(CC1)CCOC2=CC=C(C=C2)C(=O)C3=C(SC4=C3C=CC(=C4)O)C5=CC=C(C=C5)O. Cell line: 786-0. Synergy scores: CSS=40.3, Synergy_ZIP=-0.489, Synergy_Bliss=-1.71, Synergy_Loewe=-1.89, Synergy_HSA=-1.98. (3) Drug 1: C1CC(=O)NC(=O)C1N2C(=O)C3=CC=CC=C3C2=O. Drug 2: CCC1(C2=C(COC1=O)C(=O)N3CC4=CC5=C(C=CC(=C5CN(C)C)O)N=C4C3=C2)O.Cl. Cell line: SN12C. Synergy scores: CSS=15.9, Synergy_ZIP=-12.8, Synergy_Bliss=-16.3, Synergy_Loewe=-46.8, Synergy_HSA=-13.8.